Dataset: Reaction yield outcomes from USPTO patents with 853,638 reactions. Task: Predict the reaction yield, written as a fraction of the theoretical maximum amount of product (1.0 means a 100% yield; for example, 0.34 means a 34% yield). (1) The reactants are [CH2:1]([O:8][C:9]([N:11]1[CH2:16][CH2:15][CH:14]([C:17](=[O:26])[NH:18][C:19]2[CH:24]=[C:23](Cl)[N:22]=[CH:21][N:20]=2)[CH2:13][CH2:12]1)=[O:10])[C:2]1[CH:7]=[CH:6][CH:5]=[CH:4][CH:3]=1.[F:27][C:28]1[CH:33]=[CH:32][C:31](B(O)O)=[C:30]([O:37][CH3:38])[CH:29]=1.C1(P(C2C=CC=CC=2)C2C=CC=CC=2)C=CC=CC=1. The catalyst is C(=O)([O-])[O-].[Na+].[Na+].O1CCOCC1.C([O-])(=O)C.[Pd+2].C([O-])(=O)C. The product is [CH2:1]([O:8][C:9]([N:11]1[CH2:16][CH2:15][CH:14]([C:17](=[O:26])[NH:18][C:19]2[CH:24]=[C:23]([C:31]3[CH:32]=[CH:33][C:28]([F:27])=[CH:29][C:30]=3[O:37][CH3:38])[N:22]=[CH:21][N:20]=2)[CH2:13][CH2:12]1)=[O:10])[C:2]1[CH:7]=[CH:6][CH:5]=[CH:4][CH:3]=1. The yield is 0.530. (2) The reactants are F[C:2]1[CH:9]=[CH:8][C:5]([C:6]#[N:7])=[C:4]([C:10]([F:13])([F:12])[F:11])[C:3]=1[C:14]#[C:15][Si](C)(C)C.[NH2:20][C@@H:21]([C:23]1[CH:24]=[C:25]([CH:28]=[CH:29][CH:30]=1)[C:26]#[N:27])[CH3:22].C([O-])([O-])=O.[K+].[K+].C([O-])(O)=O.[Na+]. The catalyst is CN1C(=O)CCC1. The product is [C:26]([C:25]1[CH:24]=[C:23]([C@H:21]([N:20]2[C:2]3[C:3](=[C:4]([C:10]([F:13])([F:12])[F:11])[C:5]([C:6]#[N:7])=[CH:8][CH:9]=3)[CH:14]=[CH:15]2)[CH3:22])[CH:30]=[CH:29][CH:28]=1)#[N:27]. The yield is 0.410. (3) The reactants are [NH:1](C(OC(C)(C)C)=O)[C@H:2]([C:15]([NH:17][C@H:18]([C:26]([O:28][CH2:29][CH3:30])=[O:27])[CH2:19][CH2:20][CH2:21][NH:22][C:23](=[NH:25])[NH2:24])=[O:16])[CH2:3][C:4]1[C:12]2[C:7](=[CH:8][CH:9]=[CH:10][CH:11]=2)[N:6]([CH:13]=[O:14])[CH:5]=1.[C:38]([OH:44])([C:40]([F:43])([F:42])[F:41])=[O:39].CCOCC. The catalyst is C(Cl)Cl. The product is [NH2:1][C@H:2]([C:15]([NH:17][C@H:18]([C:26]([O:28][CH2:29][CH3:30])=[O:27])[CH2:19][CH2:20][CH2:21][NH:22][C:23](=[NH:24])[NH2:25])=[O:16])[CH2:3][C:4]1[C:12]2[C:7](=[CH:8][CH:9]=[CH:10][CH:11]=2)[N:6]([CH:13]=[O:14])[CH:5]=1.[F:41][C:40]([C:38]([OH:44])=[O:39])([F:43])[F:42].[F:41][C:40]([C:38]([OH:44])=[O:39])([F:43])[F:42]. The yield is 0.830. (4) The reactants are [F:1][C:2]1[C:3]([CH:11]=[O:12])=[CH:4][C:5]2[O:9][CH2:8][O:7][C:6]=2[CH:10]=1.[BH4-].[Na+]. The catalyst is CO.CCOC(C)=O. The product is [F:1][C:2]1[C:3]([CH2:11][OH:12])=[CH:4][C:5]2[O:9][CH2:8][O:7][C:6]=2[CH:10]=1. The yield is 0.920. (5) The reactants are [C:1]([O:5][C:6]([CH3:9])(C)C)(=[O:4])NN.C(N(CC)CC)C.Cl.C(O[NH:21][CH2:22][C:23]1[CH:24]=[C:25]2[C:29](=[CH:30][CH:31]=1)[NH:28][N:27]=[C:26]2[C:32]1[CH:37]=[CH:36][C:35]([F:38])=[CH:34][CH:33]=1)C.[NH2:39][NH:40][C:41]([CH2:43][CH2:44]C([O-])=O)=O. The catalyst is C(O)C.ClCCl. The product is [F:38][C:35]1[CH:36]=[CH:37][C:32]([C:26]2[C:25]3[C:29](=[CH:30][CH:31]=[C:23]([C:22]4[NH:21][C:41]([CH2:43][CH2:44][C:1]([O:5][CH2:6][CH3:9])=[O:4])=[N:40][N:39]=4)[CH:24]=3)[NH:28][N:27]=2)=[CH:33][CH:34]=1. The yield is 0.160. (6) The reactants are [C:1]12([OH:11])[CH2:10][CH:5]3[CH2:6][CH:7]([CH2:9][CH:3]([CH2:4]3)[CH2:2]1)[CH2:8]2.ClC(Cl)(Cl)[C:14]([N:16]=C=O)=[O:15].CO.C(=O)([O-])[O-].[K+].[K+]. The catalyst is ClCCl. The yield is 0.740. The product is [C:14](=[O:15])([O:11][C:1]12[CH2:8][CH:7]3[CH2:6][CH:5]([CH2:4][CH:3]([CH2:9]3)[CH2:2]1)[CH2:10]2)[NH2:16]. (7) The reactants are Cl.[NH:2]1[CH2:7][CH2:6][CH2:5][C@H:4]([C:8]2[N:12]=[C:11]([C:13]3[CH:18]=[CH:17][CH:16]=[CH:15][N:14]=3)[O:10][N:9]=2)[CH2:3]1.[F:19][C:20]1[CH:28]=[CH:27][C:23]([C:24](Cl)=[O:25])=[CH:22][CH:21]=1. No catalyst specified. The product is [F:19][C:20]1[CH:28]=[CH:27][C:23]([C:24]([N:2]2[CH2:7][CH2:6][CH2:5][C@H:4]([C:8]3[N:12]=[C:11]([C:13]4[CH:18]=[CH:17][CH:16]=[CH:15][N:14]=4)[O:10][N:9]=3)[CH2:3]2)=[O:25])=[CH:22][CH:21]=1. The yield is 0.670. (8) The reactants are [NH:1]1[C:9]2[C:4](=[CH:5][CH:6]=[CH:7][CH:8]=2)[C:3]([C:10]([OH:12])=[O:11])=[CH:2]1.C[Si]([N-][Si](C)(C)C)(C)C.[Na+].[CH3:23][O:24][C:25]1[C:34]2[C:29](=[CH:30][CH:31]=[CH:32][CH:33]=2)[C:28]([S:35](Cl)(=[O:37])=[O:36])=[CH:27][CH:26]=1. The catalyst is O1CCCC1.C(=O)(O)[O-].[Na+]. The product is [CH3:23][O:24][C:25]1[C:34]2[C:29](=[CH:30][CH:31]=[CH:32][CH:33]=2)[C:28]([S:35]([N:1]2[C:9]3[C:4](=[CH:5][CH:6]=[CH:7][CH:8]=3)[C:3]([C:10]([OH:12])=[O:11])=[CH:2]2)(=[O:37])=[O:36])=[CH:27][CH:26]=1. The yield is 0.930. (9) The reactants are [F:1][C:2]([F:27])([F:26])[C:3]([N:5]1[CH2:10][CH2:9][CH2:8][C@@H:7]2[C:11]3[CH:12]=[C:13](OS(C(F)(F)F)(=O)=O)[CH:14]=[CH:15][C:16]=3[CH2:17][C@H:6]12)=[O:4].[O:28]1[CH:32]=[CH:31][C:30](B(O)O)=[CH:29]1. The product is [F:1][C:2]([F:27])([F:26])[C:3]([N:5]1[CH2:10][CH2:9][CH2:8][C@@H:7]2[C:11]3[CH:12]=[C:13]([C:30]4[CH:31]=[CH:32][O:28][CH:29]=4)[CH:14]=[CH:15][C:16]=3[CH2:17][C@H:6]12)=[O:4]. No catalyst specified. The yield is 0.610. (10) The reactants are N[C:2]1[CH:3]=[C:4]([CH:7]=C[C:9]=1[N:10]1[C:14]2=[N:15][CH:16]=[CH:17][C:18]([Cl:19])=[C:13]2[C:12]([CH:20]([CH3:22])[CH3:21])=[N:11]1)[C:5]#[N:6].IC.[H-].[Na+].C(OCC)(=O)C.[CH3:33][N:34]([CH:36]=O)[CH3:35]. The catalyst is O. The product is [CH3:33][N:34]([CH3:35])[C:36]1[CH:7]=[C:4]([CH:3]=[CH:2][C:9]=1[N:10]1[C:14]2=[N:15][CH:16]=[CH:17][C:18]([Cl:19])=[C:13]2[C:12]([CH:20]([CH3:22])[CH3:21])=[N:11]1)[C:5]#[N:6]. The yield is 0.120.